The task is: Predict the product of the given reaction.. This data is from Forward reaction prediction with 1.9M reactions from USPTO patents (1976-2016). (1) Given the reactants [F:1][C:2]1[CH:7]=[CH:6][C:5]([C:8]2[N:13]3[N:14]=[C:15]([NH2:17])[N:16]=[C:12]3[CH:11]=[N:10][CH:9]=2)=[CH:4][CH:3]=1.Br[C:19]1[CH:24]=[CH:23][C:22]([N:25]2[CH:29]=[C:28]([CH3:30])[N:27]=[CH:26]2)=[C:21]([O:31][CH3:32])[CH:20]=1, predict the reaction product. The product is: [F:1][C:2]1[CH:7]=[CH:6][C:5]([C:8]2[N:13]3[N:14]=[C:15]([NH:17][C:19]4[CH:24]=[CH:23][C:22]([N:25]5[CH:29]=[C:28]([CH3:30])[N:27]=[CH:26]5)=[C:21]([O:31][CH3:32])[CH:20]=4)[N:16]=[C:12]3[CH:11]=[N:10][CH:9]=2)=[CH:4][CH:3]=1. (2) Given the reactants [ClH:1].[NH2:2][C:3]1[S:4][C:5]2[CH:11]=[C:10]([NH:12][C:13]([C@@H:15]3[CH2:19][CH2:18][CH2:17][N:16]3C(OC(C)(C)C)=O)=[O:14])[CH:9]=[CH:8][C:6]=2[N:7]=1, predict the reaction product. The product is: [ClH:1].[ClH:1].[NH2:2][C:3]1[S:4][C:5]2[CH:11]=[C:10]([NH:12][C:13]([C@@H:15]3[CH2:19][CH2:18][CH2:17][NH:16]3)=[O:14])[CH:9]=[CH:8][C:6]=2[N:7]=1. (3) Given the reactants [C:1]([C:4]1[S:8][C:7]([C:9]2[CH:10]=[C:11]([Cl:31])[C:12]3[O:16][CH:15]([CH2:17][NH:18][C:19](=[O:29])[CH2:20][CH2:21][C:22]4[CH:23]=[N:24][C:25]([NH2:28])=[CH:26][CH:27]=4)[CH2:14][C:13]=3[CH:30]=2)=[CH:6][CH:5]=1)(=[O:3])[CH3:2].[Br:32]N1C(=O)CCC1=O.[Li+].C[Si]([N-][Si](C)(C)C)(C)C.O, predict the reaction product. The product is: [C:1]([C:4]1[S:8][C:7]([C:9]2[CH:10]=[C:11]([Cl:31])[C:12]3[O:16][CH:15]([CH2:17][NH:18][C:19](=[O:29])[CH2:20][CH2:21][C:22]4[CH:23]=[N:24][C:25]([NH2:28])=[C:26]([Br:32])[CH:27]=4)[CH2:14][C:13]=3[CH:30]=2)=[CH:6][CH:5]=1)(=[O:3])[CH3:2].